Dataset: Full USPTO retrosynthesis dataset with 1.9M reactions from patents (1976-2016). Task: Predict the reactants needed to synthesize the given product. (1) Given the product [NH2:18][C:16]1[C:17]2[C:9]([C:6]3[CH:5]=[CH:4][C:3]([CH2:2][NH:1][C:33](=[O:34])[O:35][CH2:36][C:37]4[CH:42]=[CH:41][CH:40]=[CH:39][CH:38]=4)=[CH:8][CH:7]=3)=[CH:10][N:11]([C@H:19]3[CH2:24][CH2:23][C@H:22]([N:25]4[CH2:26][CH2:27][N:28]([CH3:31])[CH2:29][CH2:30]4)[CH2:21][CH2:20]3)[C:12]=2[N:13]=[CH:14][N:15]=1, predict the reactants needed to synthesize it. The reactants are: [NH2:1][CH2:2][C:3]1[CH:8]=[CH:7][C:6]([C:9]2[C:17]3[C:16]([NH2:18])=[N:15][CH:14]=[N:13][C:12]=3[N:11]([C@H:19]3[CH2:24][CH2:23][C@H:22]([N:25]4[CH2:30][CH2:29][N:28]([CH3:31])[CH2:27][CH2:26]4)[CH2:21][CH2:20]3)[CH:10]=2)=[CH:5][CH:4]=1.Cl[C:33]([O:35][CH2:36][C:37]1[CH:42]=[CH:41][CH:40]=[CH:39][CH:38]=1)=[O:34]. (2) Given the product [CH3:74][O:75][C:76]1[CH:81]=[C:80]([O:82][CH3:83])[CH:79]=[CH:78][C:77]=1[CH2:84][NH:85][C:2]1[N:7]=[CH:6][C:5]2[CH2:8][N:9]([CH2:11][C:12]3[CH:17]=[CH:16][C:15]([O:18][CH3:19])=[CH:14][C:13]=3[O:20][CH3:21])[CH2:10][C:4]=2[CH:3]=1, predict the reactants needed to synthesize it. The reactants are: Cl[C:2]1[N:7]=[CH:6][C:5]2[CH2:8][N:9]([CH2:11][C:12]3[CH:17]=[CH:16][C:15]([O:18][CH3:19])=[CH:14][C:13]=3[O:20][CH3:21])[CH2:10][C:4]=2[CH:3]=1.C(O[Na])(C)(C)C.C1C=CC(P(C2C(C3C(P(C4C=CC=CC=4)C4C=CC=CC=4)=CC=C4C=3C=CC=C4)=C3C(C=CC=C3)=CC=2)C2C=CC=CC=2)=CC=1.[CH3:74][O:75][C:76]1[CH:81]=[C:80]([O:82][CH3:83])[CH:79]=[CH:78][C:77]=1[CH2:84][NH2:85]. (3) Given the product [C:1]([C:3]1[CH:4]=[C:5]([C:10]2[CH:11]=[C:12]([CH:17]=[CH:18][N:19]=2)[C:13]([O:15][CH3:16])=[O:14])[CH:6]=[CH:7][C:8]=1[O:9][S:22]([C:21]([F:34])([F:33])[F:20])(=[O:24])=[O:23])#[N:2], predict the reactants needed to synthesize it. The reactants are: [C:1]([C:3]1[CH:4]=[C:5]([C:10]2[CH:11]=[C:12]([CH:17]=[CH:18][N:19]=2)[C:13]([O:15][CH3:16])=[O:14])[CH:6]=[CH:7][C:8]=1[OH:9])#[N:2].[F:20][C:21]([F:34])([F:33])[S:22](O[S:22]([C:21]([F:34])([F:33])[F:20])(=[O:24])=[O:23])(=[O:24])=[O:23].CCN(C(C)C)C(C)C. (4) Given the product [N:5]1[CH:4]=[C:3]([C:1]#[C:2][C:13]2[CH:14]=[C:15]([CH:19]=[CH:20][C:21]=2[CH3:22])[C:16]([OH:18])=[O:17])[N:7]2[CH:8]=[CH:9][N:10]=[CH:11][C:6]=12, predict the reactants needed to synthesize it. The reactants are: [C:1]([C:3]1[N:7]2[CH:8]=[CH:9][N:10]=[CH:11][C:6]2=[N:5][CH:4]=1)#[CH:2].I[C:13]1[CH:14]=[C:15]([CH:19]=[CH:20][C:21]=1[CH3:22])[C:16]([OH:18])=[O:17].CN(C=O)C.CCN(C(C)C)C(C)C.